Dataset: Reaction yield outcomes from USPTO patents with 853,638 reactions. Task: Predict the reaction yield, written as a fraction of the theoretical maximum amount of product (1.0 means a 100% yield; for example, 0.34 means a 34% yield). (1) The reactants are [C:1]([O:12][C:13]([CH3:22])([CH3:21])[CH2:14][C:15]1[CH:20]=[CH:19][CH:18]=[CH:17][CH:16]=1)(=[O:11])[C:2]1[C:3](=[CH:7][CH:8]=[CH:9][CH:10]=1)[C:4](O)=[O:5].N1C=CC=CC=1.N1C(F)=NC(F)=NC=1[F:31]. The catalyst is C(Cl)Cl. The product is [F:31][C:4]([C:3]1[CH:7]=[CH:8][CH:9]=[CH:10][C:2]=1[C:1]([O:12][C:13]([CH3:22])([CH3:21])[CH2:14][C:15]1[CH:20]=[CH:19][CH:18]=[CH:17][CH:16]=1)=[O:11])=[O:5]. The yield is 0.780. (2) The reactants are CS(O[CH2:6][C@@H:7]([NH:23][C:24]([O:26][C:27]([CH3:30])([CH3:29])[CH3:28])=[O:25])[C@H:8]([O:15][Si:16]([C:19]([CH3:22])([CH3:21])[CH3:20])([CH3:18])[CH3:17])[C@@H:9]([CH3:14])[CH2:10][N:11]=[N+]=[N-])(=O)=O.N#N.CCN(C(C)C)C(C)C. The catalyst is CO.[Pd]. The product is [Si:16]([O:15][C@@H:8]1[C@@H:9]([CH3:14])[CH2:10][NH:11][CH2:6][C@H:7]1[NH:23][C:24](=[O:25])[O:26][C:27]([CH3:30])([CH3:28])[CH3:29])([C:19]([CH3:21])([CH3:22])[CH3:20])([CH3:17])[CH3:18]. The yield is 0.660. (3) The yield is 0.435. The reactants are CN1CCCC1=O.C(N(C(C)C)CC)(C)C.[OH:17][C:18]1[CH:23]=[CH:22][C:21]([NH:24][C:25]([NH:27][C:28]2[CH:33]=[CH:32][C:31]([O:34][CH3:35])=[CH:30][CH:29]=2)=[O:26])=[CH:20][CH:19]=1.Cl[C:37]1[C:46]2[C:41](=[CH:42][C:43]([O:49][CH2:50][C:51]3[CH:56]=[CH:55][CH:54]=[CH:53][CH:52]=3)=[C:44]([C:47]#[N:48])[CH:45]=2)[N:40]=[CH:39][CH:38]=1. The product is [C:47]([C:44]1[CH:45]=[C:46]2[C:41](=[CH:42][C:43]=1[O:49][CH2:50][C:51]1[CH:56]=[CH:55][CH:54]=[CH:53][CH:52]=1)[N:40]=[CH:39][CH:38]=[C:37]2[O:17][C:18]1[CH:23]=[CH:22][C:21]([NH:24][C:25]([NH:27][C:28]2[CH:33]=[CH:32][C:31]([O:34][CH3:35])=[CH:30][CH:29]=2)=[O:26])=[CH:20][CH:19]=1)#[N:48]. The catalyst is C(OCC)(=O)C.O1CCCC1. (4) The reactants are [NH2:1][C:2]1[CH:7]=[C:6]([O:8][C:9]2[C:14]([F:15])=[CH:13][C:12]([NH:16][C:17]([C:19]3([C:22]([NH:24][C:25]4[CH:30]=[CH:29][C:28]([F:31])=[CH:27][CH:26]=4)=[O:23])[CH2:21][CH2:20]3)=[O:18])=[C:11]([F:32])[CH:10]=2)[CH:5]=[CH:4][N:3]=1.C([N:35]([CH2:38]C)CC)C.ClC([O:43][C:44]1[CH:49]=CC=C[CH:45]=1)=O.C(=O)([O-])[OH:51].[Na+]. The catalyst is O1CCCC1.C(OCC)(=O)C. The product is [F:32][C:11]1[CH:10]=[C:9]([O:8][C:6]2[CH:5]=[CH:4][N:3]=[C:2]([NH:1][C:38]([N:35]3[CH2:45][CH:44]([OH:43])[CH2:49]3)=[O:51])[CH:7]=2)[C:14]([F:15])=[CH:13][C:12]=1[NH:16][C:17]([C:19]1([C:22]([NH:24][C:25]2[CH:26]=[CH:27][C:28]([F:31])=[CH:29][CH:30]=2)=[O:23])[CH2:21][CH2:20]1)=[O:18]. The yield is 0.580. (5) The reactants are [CH3:1][C:2]1[CH:7]=[C:6]([NH:8][CH2:9][CH2:10][N:11]2[CH2:15][CH2:14][CH2:13][CH2:12]2)[CH:5]=[CH:4][C:3]=1[NH:16][C:17]1[O:18][CH2:19][C:20](=[O:25])[C:21]=1[C:22]([O-:24])=[O:23].[NH:26]1[C:34]2[C:29](=[CH:30][CH:31]=[CH:32][N:33]=2)[C:28]([CH:35]=O)=[CH:27]1.N1CCC[CH2:39][CH2:38]1. The catalyst is C(O)C. The product is [C:22]([OH:24])(=[O:23])[CH3:21].[NH:26]1[C:34]2=[N:33][CH:32]=[CH:31][CH:30]=[C:29]2[C:28]([CH:35]=[C:19]2[O:18][C:17]([NH:16][C:3]3[CH:4]=[CH:5][C:6]([NH:8][CH2:9][CH2:10][N:11]4[CH2:15][CH2:14][CH2:13][CH2:12]4)=[CH:7][C:2]=3[CH3:1])=[C:21]([C:22]([O:24][CH2:38][CH3:39])=[O:23])[C:20]2=[O:25])=[CH:27]1. The yield is 0.0300. (6) The reactants are [NH:1]1[CH:5]=[C:4]([CH2:6][CH2:7][C:8]([OH:10])=[O:9])[N:3]=[CH:2]1.OS(O)(=O)=O.[CH3:16]O. No catalyst specified. The product is [CH3:16][O:9][C:8](=[O:10])[CH2:7][CH2:6][C:4]1[N:3]=[CH:2][NH:1][CH:5]=1. The yield is 0.900.